From a dataset of Full USPTO retrosynthesis dataset with 1.9M reactions from patents (1976-2016). Predict the reactants needed to synthesize the given product. (1) The reactants are: [Li]CCCC.[Br:6][C:7]1[CH:12]=[CH:11][C:10](I)=[CH:9][CH:8]=1.[O:14]1[CH2:17][C:16](=[O:18])[CH2:15]1. Given the product [Br:6][C:7]1[CH:12]=[CH:11][C:10]([C:16]2([OH:18])[CH2:17][O:14][CH2:15]2)=[CH:9][CH:8]=1, predict the reactants needed to synthesize it. (2) Given the product [Cl:1][C:2]1[CH:7]=[CH:6][CH:5]=[CH:4][C:3]=1[CH:8]([CH3:13])[C:9]([OH:11])=[O:10], predict the reactants needed to synthesize it. The reactants are: [Cl:1][C:2]1[CH:7]=[CH:6][CH:5]=[CH:4][C:3]=1[CH2:8][C:9]([OH:11])=[O:10].[Li+].[CH3:13]C([N-]C(C)C)C.CCCCCCC.C(C1C=CC=CC=1)C.CI.Cl. (3) Given the product [CH3:1][O:2][C:3](=[O:12])[C:4]1[CH:9]=[C:8]([I:10])[CH:7]=[N:6][C:5]=1[Cl:15], predict the reactants needed to synthesize it. The reactants are: [CH3:1][O:2][C:3](=[O:12])[C:4]1[CH:9]=[C:8]([I:10])[CH:7]=[N:6][C:5]=1O.O=P(Cl)(Cl)[Cl:15]. (4) Given the product [C:1]([C:3]1([NH:23][C:24](=[O:26])[CH3:25])[CH2:4][CH2:5][CH:6]([NH:9][S:10]([C:13]2[CH:18]=[CH:17][C:16]([C:44]([F:47])([F:46])[F:45])=[CH:15][CH:14]=2)(=[O:12])=[O:11])[CH2:7][CH2:8]1)#[N:2], predict the reactants needed to synthesize it. The reactants are: [C:1]([C:3]1([NH:23][C:24](=[O:26])[CH3:25])[CH2:8][CH2:7][CH:6]([NH:9][S:10]([C:13]2[CH:18]=[CH:17][C:16](OCC)=[C:15](C)[CH:14]=2)(=[O:12])=[O:11])[CH2:5][CH2:4]1)#[N:2].NC1(C#N)CCC(NS(C2C=CC([C:44]([F:47])([F:46])[F:45])=CC=2)(=O)=O)CC1. (5) Given the product [CH3:22][C:21]1[C:16]([N:13]2[CH2:14][CH2:15][N:10]([C:8]([C:5]3[CH:6]=[CH:7][C:2]([N:34]4[C:35]([CH3:38])([CH3:37])[CH2:36][N:32]([CH2:31][C:30]5[CH:40]=[CH:41][C:27]([O:26][CH3:25])=[CH:28][CH:29]=5)[C:33]4=[O:39])=[CH:3][C:4]=3[CH3:24])=[O:9])[CH2:11][CH2:12]2)=[N:17][CH:18]=[C:19]([CH3:23])[CH:20]=1, predict the reactants needed to synthesize it. The reactants are: Br[C:2]1[CH:7]=[CH:6][C:5]([C:8]([N:10]2[CH2:15][CH2:14][N:13]([C:16]3[C:21]([CH3:22])=[CH:20][C:19]([CH3:23])=[CH:18][N:17]=3)[CH2:12][CH2:11]2)=[O:9])=[C:4]([CH3:24])[CH:3]=1.[CH3:25][O:26][C:27]1[CH:41]=[CH:40][C:30]([CH2:31][N:32]2[CH2:36][C:35]([CH3:38])([CH3:37])[NH:34][C:33]2=[O:39])=[CH:29][CH:28]=1.C(=O)([O-])[O-].[Cs+].[Cs+].CNCCNC. (6) Given the product [ClH:1].[F:2][C:3]1[CH:4]=[C:5]([NH:63][C:64]([NH:66][C:67](=[O:76])[CH2:68][C:69]2[CH:74]=[CH:73][C:72]([F:75])=[CH:71][CH:70]=2)=[S:65])[CH:6]=[CH:7][C:8]=1[O:9][C:10]1[C:15]2=[C:16]([CH3:28])[C:17]([O:19][CH2:20][CH2:21][N:22]3[CH2:27][CH2:26][O:25][CH2:24][CH2:23]3)=[CH:18][N:14]2[N:13]=[CH:12][N:11]=1, predict the reactants needed to synthesize it. The reactants are: [ClH:1].[F:2][C:3]1[CH:4]=[C:5](C(C(NC2C=CC(F)=CC=2)=O)C(N)=O)[CH:6]=[CH:7][C:8]=1[O:9][C:10]1[C:15]2=[C:16]([CH3:28])[C:17]([O:19][CH2:20][CH2:21][N:22]3[CH2:27][CH2:26][O:25][CH2:24][CH2:23]3)=[CH:18][N:14]2[N:13]=[CH:12][N:11]=1.FC1C=C([NH:63][C:64]([NH:66][C:67](=[O:76])[CH2:68][C:69]2[CH:74]=[CH:73][C:72]([F:75])=[CH:71][CH:70]=2)=[S:65])C=CC=1OC1C2=C(C)C(OC)=CN2N=CN=1.